From a dataset of Catalyst prediction with 721,799 reactions and 888 catalyst types from USPTO. Predict which catalyst facilitates the given reaction. Product: [C:1]([O:5][C:6]([N:8]1[C:16]2[CH:15]=[CH:14][C:13]([Cl:17])=[CH:12][C:11]=2[C:10]2[CH2:18][CH:19]([C:21]([S:27]([C:30]3[CH:31]=[CH:32][CH:33]=[CH:34][CH:35]=3)(=[O:28])=[O:29])([CH3:22])[CH2:23][OH:24])[CH2:20][C:9]1=2)=[O:7])([CH3:2])([CH3:3])[CH3:4]. Reactant: [C:1]([O:5][C:6]([N:8]1[C:16]2[CH:15]=[CH:14][C:13]([Cl:17])=[CH:12][C:11]=2[C:10]2[CH2:18][CH:19]([C:21]([S:27]([C:30]3[CH:35]=[CH:34][CH:33]=[CH:32][CH:31]=3)(=[O:29])=[O:28])([C:23](OC)=[O:24])[CH3:22])[CH2:20][C:9]1=2)=[O:7])([CH3:4])([CH3:3])[CH3:2].[H-].[H-].[H-].[H-].[Li+].[Al+3]. The catalyst class is: 1.